Dataset: Full USPTO retrosynthesis dataset with 1.9M reactions from patents (1976-2016). Task: Predict the reactants needed to synthesize the given product. (1) Given the product [NH3:13].[CH3:1][O:2][C:3]1[CH:4]=[C:5]([C:6]2[NH:13][CH2:12][CH2:11][N:14]=2)[CH:8]=[CH:9][CH:10]=1, predict the reactants needed to synthesize it. The reactants are: [CH3:1][O:2][C:3]1[CH:4]=[C:5]([CH:8]=[CH:9][CH:10]=1)[CH:6]=O.[CH2:11]([NH2:14])[CH2:12][NH2:13].C([O-])([O-])=O.[K+].[K+].II. (2) Given the product [O:1]1[C:6]2[CH:7]=[CH:8][C:9]([S:11][C:12]3[CH:17]=[CH:16][C:15]([C:18]4[CH:19]=[CH:20][N:21]=[C:22]([N:34]5[CH2:42][CH2:41][CH:37]([C:38]([NH2:40])=[O:39])[CH2:36][CH2:35]5)[CH:23]=4)=[CH:14][C:13]=3[C:24]([F:25])([F:26])[F:27])=[CH:10][C:5]=2[O:4][CH2:3][CH2:2]1, predict the reactants needed to synthesize it. The reactants are: [O:1]1[C:6]2[CH:7]=[CH:8][C:9]([S:11][C:12]3[CH:17]=[CH:16][C:15]([C:18]4[CH:23]=[CH:22][N:21]=[CH:20][CH:19]=4)=[CH:14][C:13]=3[C:24]([F:27])([F:26])[F:25])=[CH:10][C:5]=2[O:4][CH2:3][CH2:2]1.OC1CCNC1.[NH:34]1[CH2:42][CH2:41][CH:37]([C:38]([NH2:40])=[O:39])[CH2:36][CH2:35]1.